This data is from Full USPTO retrosynthesis dataset with 1.9M reactions from patents (1976-2016). The task is: Predict the reactants needed to synthesize the given product. (1) Given the product [CH:15]1([C:13]2[N:14]=[C:7]([C:6]3[N:2]([CH3:1])[CH:3]=[N:4][C:5]=3[CH3:10])[O:9][N:12]=2)[CH2:17][CH2:16]1, predict the reactants needed to synthesize it. The reactants are: [CH3:1][N:2]1[C:6]([C:7]([OH:9])=O)=[C:5]([CH3:10])[N:4]=[CH:3]1.O[NH:12][C:13]([CH:15]1[CH2:17][CH2:16]1)=[NH:14]. (2) Given the product [F:1][C:2]1[CH:3]=[C:4]2[C:8](=[CH:9][CH:10]=1)[C:7](=[O:11])[NH:12][CH2:6][CH2:5]2, predict the reactants needed to synthesize it. The reactants are: [F:1][C:2]1[CH:3]=[C:4]2[C:8](=[CH:9][CH:10]=1)[C:7](=[O:11])[CH2:6][CH2:5]2.[N-:12]=[N+]=[N-].[Na+]. (3) Given the product [CH3:31][O:30][C:27]1[CH:26]=[CH:25][C:24]([NH:23][C:4]2[C:5]3[C:10]([C:11]#[N:12])=[CH:9][NH:8][C:6]=3[N:7]=[C:2]([NH:32][C:33]3[CH:34]=[C:35]4[C:40](=[CH:41][CH:42]=3)[NH:39][C:38](=[O:43])[CH2:37][CH2:36]4)[N:3]=2)=[CH:29][CH:28]=1, predict the reactants needed to synthesize it. The reactants are: Cl[C:2]1[N:3]=[C:4]([NH:23][C:24]2[CH:29]=[CH:28][C:27]([O:30][CH3:31])=[CH:26][CH:25]=2)[C:5]2[C:10]([C:11]#[N:12])=[CH:9][N:8](S(C3C=CC(C)=CC=3)(=O)=O)[C:6]=2[N:7]=1.[NH2:32][C:33]1[CH:34]=[C:35]2[C:40](=[CH:41][CH:42]=1)[NH:39][C:38](=[O:43])[CH2:37][CH2:36]2.C[Si](Cl)(C)C. (4) Given the product [Br-:1].[OH:8][CH2:7][CH2:6][CH2:5][CH2:4][CH2:3][CH2:2][P+:15]([C:16]1[CH:17]=[CH:18][CH:19]=[CH:20][CH:21]=1)([C:22]1[CH:27]=[CH:26][CH:25]=[CH:24][CH:23]=1)[C:9]1[CH:10]=[CH:11][CH:12]=[CH:13][CH:14]=1, predict the reactants needed to synthesize it. The reactants are: [Br:1][CH2:2][CH2:3][CH2:4][CH2:5][CH2:6][CH2:7][OH:8].[C:9]1([P:15]([C:22]2[CH:27]=[CH:26][CH:25]=[CH:24][CH:23]=2)[C:16]2[CH:21]=[CH:20][CH:19]=[CH:18][CH:17]=2)[CH:14]=[CH:13][CH:12]=[CH:11][CH:10]=1. (5) Given the product [CH3:1][C:2]1([CH3:27])[C:11]2[C:6](=[CH:7][CH:8]=[C:9]([C:12]([NH:34][S:31]([CH:28]3[CH2:30][CH2:29]3)(=[O:33])=[O:32])=[O:13])[CH:10]=2)[NH:5][CH:4]([C:15]2[CH:16]=[N:17][CH:18]=[C:19]([N:21]3[CH2:22][CH2:23][O:24][CH2:25][CH2:26]3)[CH:20]=2)[CH2:3]1, predict the reactants needed to synthesize it. The reactants are: [CH3:1][C:2]1([CH3:27])[C:11]2[C:6](=[CH:7][CH:8]=[C:9]([C:12](O)=[O:13])[CH:10]=2)[NH:5][CH:4]([C:15]2[CH:16]=[N:17][CH:18]=[C:19]([N:21]3[CH2:26][CH2:25][O:24][CH2:23][CH2:22]3)[CH:20]=2)[CH2:3]1.[CH:28]1([S:31]([NH2:34])(=[O:33])=[O:32])[CH2:30][CH2:29]1. (6) Given the product [CH2:1]([N:3]1[CH:7]=[C:6](/[CH:8]=[CH:9]/[C:10]2[C:11]([O:21][CH2:22][C:23]3[CH:48]=[CH:47][C:26]([O:27][CH2:28][C:29]4[N:30]=[C:31]([C:35]5[CH:40]=[CH:39][C:38]([CH2:41][C:42]([OH:44])=[O:43])=[CH:37][CH:36]=5)[O:32][C:33]=4[CH3:34])=[C:25]([O:49][CH3:50])[CH:24]=3)=[N:12][N:13]([C:15]3[CH:20]=[CH:19][CH:18]=[CH:17][CH:16]=3)[CH:14]=2)[N:5]=[CH:4]1)[CH3:2], predict the reactants needed to synthesize it. The reactants are: [CH2:1]([N:3]1[CH:7]=[C:6](/[CH:8]=[CH:9]/[C:10]2[C:11]([O:21][CH2:22][C:23]3[CH:48]=[CH:47][C:26]([O:27][CH2:28][C:29]4[N:30]=[C:31]([C:35]5[CH:40]=[CH:39][C:38]([CH2:41][C:42]([O:44]CC)=[O:43])=[CH:37][CH:36]=5)[O:32][C:33]=4[CH3:34])=[C:25]([O:49][CH3:50])[CH:24]=3)=[N:12][N:13]([C:15]3[CH:20]=[CH:19][CH:18]=[CH:17][CH:16]=3)[CH:14]=2)[N:5]=[CH:4]1)[CH3:2].[OH-].[Na+].O1CCCC1.Cl. (7) Given the product [Cl:9][C:7]1[C:6]([O:10][CH3:11])=[C:5]([N+:12]([O-:14])=[O:13])[C:4]([F:15])=[C:3]([CH:8]=1)[CH2:2][P:19](=[O:23])([O:20][CH2:21][CH3:22])[O:18][CH2:16][CH3:17], predict the reactants needed to synthesize it. The reactants are: Br[CH2:2][C:3]1[CH:8]=[C:7]([Cl:9])[C:6]([O:10][CH3:11])=[C:5]([N+:12]([O-:14])=[O:13])[C:4]=1[F:15].[CH2:16]([O:18][P:19]([O:23]CC)[O:20][CH2:21][CH3:22])[CH3:17]. (8) The reactants are: [ClH:1].Cl.[Cl:3][C:4]1C(C2SC3C=CC=C(C(N)=O)C=3C=2)=NC(NCCC2CCN(C)CC2)=NC=1.[CH3:32][NH:33][C:34]([C:36]1[C:44]2[CH:43]=[C:42]([C:45]3[C:50]([Cl:51])=[CH:49][N:48]=[C:47]([NH:52][CH2:53][CH2:54][CH2:55][N:56]4[CH2:61][CH2:60][NH:59][CH2:58][C@H:57]4[CH3:62])[N:46]=3)[S:41][C:40]=2[CH:39]=[CH:38][CH:37]=1)=[O:35]. Given the product [ClH:3].[ClH:51].[ClH:1].[CH3:32][NH:33][C:34]([C:36]1[C:44]2[CH:43]=[C:42]([C:45]3[C:50]([Cl:51])=[CH:49][N:48]=[C:47]([NH:52][CH2:53][CH2:54][CH2:55][N:56]4[CH2:61][CH2:60][N:59]([CH3:4])[CH2:58][C@H:57]4[CH3:62])[N:46]=3)[S:41][C:40]=2[CH:39]=[CH:38][CH:37]=1)=[O:35], predict the reactants needed to synthesize it. (9) Given the product [CH3:15][O:14][C:12](=[O:13])[CH2:11][C:8]1[CH:9]=[CH:10][C:5]([O:4][CH2:3][CH:2]([OH:1])[CH2:16][NH:20][CH:17]([CH3:19])[CH3:18])=[CH:6][CH:7]=1, predict the reactants needed to synthesize it. The reactants are: [O:1]1[CH2:16][CH:2]1[CH2:3][O:4][C:5]1[CH:10]=[CH:9][C:8]([CH2:11][C:12]([O:14][CH3:15])=[O:13])=[CH:7][CH:6]=1.[CH:17]([NH2:20])([CH3:19])[CH3:18].O.